Predict the reaction yield, written as a fraction of the theoretical maximum amount of product (1.0 means a 100% yield; for example, 0.34 means a 34% yield). From a dataset of Reaction yield outcomes from USPTO patents with 853,638 reactions. (1) The reactants are Cl[S:2](Cl)(=[O:4])=[O:3].[OH2:6].[NH3:7].[CH2:8]([N:10]([CH2:13][CH3:14])[CH2:11][CH3:12])[CH3:9].[CH2:15]1[CH2:19]O[CH2:17][CH2:16]1. No catalyst specified. The product is [C:8]([N:10]1[CH2:13][CH2:14][CH:17]([CH2:16][C:15]2[CH:19]=[CH:17][C:16]([S:2]([NH2:7])(=[O:4])=[O:3])=[CH:15][CH:19]=2)[CH2:12][CH2:11]1)(=[O:6])[CH3:9]. The yield is 0.780. (2) The reactants are P(Cl)(Cl)(Cl)=O.[Cl:6][C:7]1[N:12]=[C:11]([N:13]([CH2:15][CH:16]2[CH2:18][CH2:17]2)[CH3:14])[CH:10]=[N:9][CH:8]=1.O.CN([CH:23]=[O:24])C. No catalyst specified. The product is [Cl:6][C:7]1[C:8]([CH:23]=[O:24])=[N:9][CH:10]=[C:11]([N:13]([CH2:15][CH:16]2[CH2:18][CH2:17]2)[CH3:14])[N:12]=1. The yield is 0.710. (3) The reactants are [Cl:1][C:2]1[C:3]2[C:10](I)=[CH:9][N:8](COCC[Si](C)(C)C)[C:4]=2[N:5]=[CH:6][N:7]=1.[CH3:20][O:21][C:22]1[CH:27]=[CH:26][CH:25]=[CH:24][C:23]=1[SH:28].C(=O)([O-])[O-].[K+].[K+]. The product is [Cl:1][C:2]1[C:3]2[C:10]([S:28][C:23]3[CH:24]=[CH:25][CH:26]=[CH:27][C:22]=3[O:21][CH3:20])=[CH:9][NH:8][C:4]=2[N:5]=[CH:6][N:7]=1. The yield is 0.600. The catalyst is CN(C)C=O.[Cu]I. (4) The reactants are [C:1]([O:5][C:6]([N:8]1[CH2:13][CH2:12][C:11]([C:17]2[CH:22]=[CH:21][CH:20]=[CH:19][C:18]=2[F:23])([C:14](O)=[O:15])[CH2:10][CH2:9]1)=[O:7])([CH3:4])([CH3:3])[CH3:2].B.O1CCCC1. The catalyst is O1CCCC1. The product is [F:23][C:18]1[CH:19]=[CH:20][CH:21]=[CH:22][C:17]=1[C:11]1([CH2:14][OH:15])[CH2:10][CH2:9][N:8]([C:6]([O:5][C:1]([CH3:2])([CH3:3])[CH3:4])=[O:7])[CH2:13][CH2:12]1. The yield is 0.700.